This data is from Full USPTO retrosynthesis dataset with 1.9M reactions from patents (1976-2016). The task is: Predict the reactants needed to synthesize the given product. (1) Given the product [Cl:25][CH:14]([C:11]1([C:7]2[CH:6]=[C:5]3[C:10](=[CH:9][CH:8]=2)[N:1]=[CH:2][CH:3]=[CH:4]3)[CH2:12][CH2:13]1)[CH:15]=[O:16], predict the reactants needed to synthesize it. The reactants are: [N:1]1[C:10]2[C:5](=[CH:6][C:7]([C:11]3([CH2:14][CH:15]=[O:16])[CH2:13][CH2:12]3)=[CH:8][CH:9]=2)[CH:4]=[CH:3][CH:2]=1.N1CCC[C@@H]1C(O)=O.[Cl:25]N1C(=O)CCC1=O. (2) Given the product [Br:59][C:22]1[CH:21]=[C:20]([CH2:19][CH2:18][N:15]2[CH2:14][CH2:13][N:12]([C:8]3[CH:7]=[CH:6][CH:5]=[C:4]4[C:9]=3[CH:10]=[CH:11][C:2]([CH3:1])=[N:3]4)[CH2:17][CH2:16]2)[CH:25]=[CH:24][CH:23]=1, predict the reactants needed to synthesize it. The reactants are: [CH3:1][C:2]1[CH:11]=[CH:10][C:9]2[C:4](=[CH:5][CH:6]=[CH:7][C:8]=2[N:12]2[CH2:17][CH2:16][N:15]([CH2:18][CH2:19][C:20]3[CH:25]=[CH:24][CH:23]=[C:22]([N+]([O-])=O)[CH:21]=3)[CH2:14][CH2:13]2)[N:3]=1.CC1C=CC2C(=CC=CC=2N2CCNCC2)N=1.CS(OCCC1C=CC=C([Br:59])C=1)(=O)=O. (3) Given the product [Cl:21][C:12]1[CH:11]=[C:10]2[C:15]([CH2:16][CH:17]([CH2:18][OH:19])[N:8]([C:6]([O:5][C:1]([CH3:2])([CH3:3])[CH3:4])=[O:7])[CH2:9]2)=[CH:14][CH:13]=1, predict the reactants needed to synthesize it. The reactants are: [C:1]([O:5][C:6]([N:8]1[CH:17]([C:18](O)=[O:19])[CH2:16][C:15]2[C:10](=[CH:11][C:12]([Cl:21])=[CH:13][CH:14]=2)[CH2:9]1)=[O:7])([CH3:4])([CH3:3])[CH3:2].B. (4) Given the product [Cl:11][C:5]1[CH:6]=[C:7]([OH:14])[CH:8]=[CH:9][C:4]=1[C:3]([OH:2])=[O:12], predict the reactants needed to synthesize it. The reactants are: C[O:2][C:3](=[O:12])[C:4]1[CH:9]=[CH:8][C:7](N)=[CH:6][C:5]=1[Cl:11].S(=O)(=O)(O)[OH:14].N([O-])=O.[Na+].NC(N)=O.